Dataset: Full USPTO retrosynthesis dataset with 1.9M reactions from patents (1976-2016). Task: Predict the reactants needed to synthesize the given product. (1) The reactants are: [CH2:1]([N:5]1[CH2:14][CH2:13][C:8]2([CH2:12][NH:11][CH2:10][CH2:9]2)[CH2:7][CH2:6]1)[CH:2]([CH3:4])[CH3:3].[CH2:15]([O:17][CH:18]([O:27][CH2:28][CH3:29])[C:19]1[CH:26]=[CH:25][C:22]([CH:23]=O)=[CH:21][CH:20]=1)[CH3:16].C(O[BH-](OC(=O)C)OC(=O)C)(=O)C.[Na+].[OH-].[Na+]. Given the product [CH2:28]([O:27][CH:18]([O:17][CH2:15][CH3:16])[C:19]1[CH:26]=[CH:25][C:22]([CH2:23][N:11]2[CH2:10][CH2:9][C:8]3([CH2:7][CH2:6][N:5]([CH2:1][CH:2]([CH3:4])[CH3:3])[CH2:14][CH2:13]3)[CH2:12]2)=[CH:21][CH:20]=1)[CH3:29], predict the reactants needed to synthesize it. (2) Given the product [CH3:11][C:10]1[O:9][N:8]=[C:7]([C:12]2[CH:13]=[CH:14][CH:15]=[CH:16][CH:17]=2)[C:6]=1[C:4]1[N:3]=[CH:2][N:1]([C:25]2[CH:24]=[CH:23][CH:22]=[C:21]([N+:18]([O-:20])=[O:19])[CH:26]=2)[CH:5]=1, predict the reactants needed to synthesize it. The reactants are: [NH:1]1[CH:5]=[C:4]([C:6]2[C:7]([C:12]3[CH:17]=[CH:16][CH:15]=[CH:14][CH:13]=3)=[N:8][O:9][C:10]=2[CH3:11])[N:3]=[CH:2]1.[N+:18]([C:21]1[CH:22]=[C:23](B(O)O)[CH:24]=[CH:25][CH:26]=1)([O-:20])=[O:19]. (3) Given the product [N+:23](=[C:16]([C:17]1[CH:22]=[CH:21][CH:20]=[CH:19][CH:18]=1)[C:15]1[CH:14]=[CH:13][C:12]([CH2:11][OH:10])=[CH:26][CH:25]=1)=[N-:24], predict the reactants needed to synthesize it. The reactants are: S([O-])([O-])(=O)=O.[Na+].[Na+].[OH-].[K+].[OH:10][CH2:11][C:12]1[CH:26]=[CH:25][C:15]([C:16](=[N:23][NH2:24])[C:17]2[CH:22]=[CH:21][CH:20]=[CH:19][CH:18]=2)=[CH:14][CH:13]=1.